The task is: Predict the reaction yield, written as a fraction of the theoretical maximum amount of product (1.0 means a 100% yield; for example, 0.34 means a 34% yield).. This data is from Reaction yield outcomes from USPTO patents with 853,638 reactions. (1) The reactants are [Br:1][C:2]1[N:3]=[C:4]([NH2:7])[S:5][CH:6]=1.[C:8](OC(=O)C)(=[O:10])[CH3:9]. The catalyst is C(O)(=O)C. The product is [Br:1][C:2]1[N:3]=[C:4]([NH:7][C:8](=[O:10])[CH3:9])[S:5][CH:6]=1. The yield is 0.490. (2) The reactants are [Br:1][C:2]1[CH:3]=[C:4]2[C:10](I)=[CH:9][N:8]([Si:12]([CH:19]([CH3:21])[CH3:20])([CH:16]([CH3:18])[CH3:17])[CH:13]([CH3:15])[CH3:14])[C:5]2=[N:6][CH:7]=1.[CH3:22][O:23][C:24]1[CH:29]=[CH:28][CH:27]=[CH:26][C:25]=1B(O)O.ClCCl.O. The catalyst is C(#N)C.C1(C)C=CC=CC=1.C(=O)(O)[O-].[Na+]. The product is [Br:1][C:2]1[CH:3]=[C:4]2[C:10]([C:25]3[CH:26]=[CH:27][CH:28]=[CH:29][C:24]=3[O:23][CH3:22])=[CH:9][N:8]([Si:12]([CH:19]([CH3:21])[CH3:20])([CH:16]([CH3:18])[CH3:17])[CH:13]([CH3:15])[CH3:14])[C:5]2=[N:6][CH:7]=1. The yield is 0.730. (3) The reactants are Cl[C:2]1[N:7]=[C:6]([NH:8][C@@H:9]2[CH2:14][CH2:13][CH2:12][CH2:11][C@H:10]2[N:15]([CH3:20])[S:16]([CH3:19])(=[O:18])=[O:17])[C:5]([Cl:21])=[CH:4][N:3]=1.[NH2:22][C:23]1[CH:36]=[CH:35][C:26]2[N:27]([CH2:33][CH3:34])[C:28](=[O:32])[CH2:29][CH2:30][CH2:31][C:25]=2[C:24]=1[O:37][CH3:38].C12(CS(O)(=O)=O)C(C)(C)C(CC1)CC2=O.C(=O)([O-])[O-]. The catalyst is C(O)(C)C. The product is [Cl:21][C:5]1[C:6]([NH:8][C@@H:9]2[CH2:14][CH2:13][CH2:12][CH2:11][C@H:10]2[N:15]([CH3:20])[S:16]([CH3:19])(=[O:18])=[O:17])=[N:7][C:2]([NH:22][C:23]2[CH:36]=[CH:35][C:26]3[N:27]([CH2:33][CH3:34])[C:28](=[O:32])[CH2:29][CH2:30][CH2:31][C:25]=3[C:24]=2[O:37][CH3:38])=[N:3][CH:4]=1. The yield is 0.270.